This data is from Reaction yield outcomes from USPTO patents with 853,638 reactions. The task is: Predict the reaction yield, written as a fraction of the theoretical maximum amount of product (1.0 means a 100% yield; for example, 0.34 means a 34% yield). (1) The reactants are [O:1]=[C:2]1[NH:7][C:6]2[CH:8]=[C:9]([CH2:12][N:13]3[CH2:18][CH2:17][N:16]([C:19]4[CH:27]=[CH:26][C:22]([C:23](O)=[O:24])=[CH:21][CH:20]=4)[CH2:15][CH2:14]3)[CH:10]=[N:11][C:5]=2[N:4]2[CH2:28][CH2:29][CH2:30][C@@H:3]12.[CH3:31][CH:32]([NH2:34])[CH3:33].CCN(C(C)C)C(C)C.CN(C(ON1N=NC2C=CC=NC1=2)=[N+](C)C)C.F[P-](F)(F)(F)(F)F. The catalyst is CN(C=O)C. The product is [CH:32]([NH:34][C:23](=[O:24])[C:22]1[CH:21]=[CH:20][C:19]([N:16]2[CH2:17][CH2:18][N:13]([CH2:12][C:9]3[CH:10]=[N:11][C:5]4[N:4]5[CH2:28][CH2:29][CH2:30][C@H:3]5[C:2](=[O:1])[NH:7][C:6]=4[CH:8]=3)[CH2:14][CH2:15]2)=[CH:27][CH:26]=1)([CH3:33])[CH3:31]. The yield is 0.413. (2) The reactants are Cl.[NH2:2][C:3]([NH2:5])=[NH:4].CC[O-].[Na+].[CH2:10]([CH:13]([C:19](OCC)=[O:20])[C:14](OCC)=[O:15])[CH:11]=[CH2:12]. The catalyst is CCO. The product is [CH2:10]([C:13]1[C:19]([OH:20])=[N:4][C:3]([NH2:5])=[N:2][C:14]=1[OH:15])[CH:11]=[CH2:12]. The yield is 0.620. (3) The reactants are Cl.[Cl:2][C:3]1[CH:8]=[CH:7][C:6]([C:9]2([NH2:15])[CH2:14][CH2:13][NH:12][CH2:11][CH2:10]2)=[CH:5][CH:4]=1.Cl[C:17]1[C:18]2[CH:25]=[CH:24][NH:23][C:19]=2[N:20]=[CH:21][N:22]=1.C(N(CC)CC)C. The catalyst is C(O)CCC. The product is [Cl:2][C:3]1[CH:8]=[CH:7][C:6]([C:9]2([NH2:15])[CH2:10][CH2:11][N:12]([C:17]3[C:18]4[CH:25]=[CH:24][NH:23][C:19]=4[N:20]=[CH:21][N:22]=3)[CH2:13][CH2:14]2)=[CH:5][CH:4]=1. The yield is 0.740. (4) The reactants are Br[C:2]1[CH:3]=[C:4]2[O:10][C:9]([C:11]([O:13][CH2:14][CH3:15])=[O:12])=[C:8]([NH:16][C:17]([O:19][C:20]([CH3:23])([CH3:22])[CH3:21])=[O:18])[C:5]2=[N:6][CH:7]=1.C(=O)([O-])[O-].[K+].[K+].[C:30](B1OC(C)(C)C(C)(C)O1)([CH3:32])=[CH2:31]. The catalyst is O1CCOCC1.O.C1C=CC([P]([Pd]([P](C2C=CC=CC=2)(C2C=CC=CC=2)C2C=CC=CC=2)([P](C2C=CC=CC=2)(C2C=CC=CC=2)C2C=CC=CC=2)[P](C2C=CC=CC=2)(C2C=CC=CC=2)C2C=CC=CC=2)(C2C=CC=CC=2)C2C=CC=CC=2)=CC=1. The product is [C:20]([O:19][C:17]([NH:16][C:8]1[C:5]2=[N:6][CH:7]=[C:2]([C:30]([CH3:32])=[CH2:31])[CH:3]=[C:4]2[O:10][C:9]=1[C:11]([O:13][CH2:14][CH3:15])=[O:12])=[O:18])([CH3:23])([CH3:22])[CH3:21]. The yield is 0.700. (5) The reactants are [CH2:1]([C:4]1([CH3:32])[C:8]2[N:9]=[C:10]([C:20]3[CH:25]=[CH:24][C:23]([NH:26][C:27]([NH:29][CH2:30][CH3:31])=[O:28])=[CH:22][CH:21]=3)[N:11]=[C:12]([N:13]3[CH2:18][CH2:17][O:16][CH2:15][C@@H:14]3[CH3:19])[C:7]=2[CH2:6][O:5]1)[CH:2]=[CH2:3].N#N.[OH:35]O.[OH-].[Na+]. The catalyst is O1CCCC1.O. The product is [CH2:30]([NH:29][C:27]([NH:26][C:23]1[CH:24]=[CH:25][C:20]([C:10]2[N:11]=[C:12]([N:13]3[CH2:18][CH2:17][O:16][CH2:15][C@@H:14]3[CH3:19])[C:7]3[CH2:6][O:5][C:4]([CH2:1][CH2:2][CH2:3][OH:35])([CH3:32])[C:8]=3[N:9]=2)=[CH:21][CH:22]=1)=[O:28])[CH3:31]. The yield is 0.290. (6) The reactants are [Br:1][C:2]1[CH:8]=[CH:7][C:5]([NH2:6])=[CH:4][C:3]=1[O:9][CH3:10].[F:11][C:12]([F:22])([F:21])[C:13]1[CH:14]=[C:15]([CH:18]=[CH:19][CH:20]=1)[CH:16]=O.O=[C:24]([CH2:28][CH3:29])[C:25]([OH:27])=[O:26]. The catalyst is C(O)C. The product is [Br:1][C:2]1[CH:8]=[C:7]2[C:5](=[CH:4][C:3]=1[O:9][CH3:10])[N:6]=[C:16]([C:15]1[CH:18]=[CH:19][CH:20]=[C:13]([C:12]([F:22])([F:21])[F:11])[CH:14]=1)[C:28]([CH3:29])=[C:24]2[C:25]([OH:27])=[O:26]. The yield is 0.780.